This data is from NCI-60 drug combinations with 297,098 pairs across 59 cell lines. The task is: Regression. Given two drug SMILES strings and cell line genomic features, predict the synergy score measuring deviation from expected non-interaction effect. (1) Drug 1: C1CN1P(=S)(N2CC2)N3CC3. Drug 2: COC1=NC(=NC2=C1N=CN2C3C(C(C(O3)CO)O)O)N. Cell line: K-562. Synergy scores: CSS=10.3, Synergy_ZIP=-5.10, Synergy_Bliss=-8.40, Synergy_Loewe=-13.7, Synergy_HSA=-8.08. (2) Drug 1: C1C(C(OC1N2C=NC3=C(N=C(N=C32)Cl)N)CO)O. Drug 2: CS(=O)(=O)CCNCC1=CC=C(O1)C2=CC3=C(C=C2)N=CN=C3NC4=CC(=C(C=C4)OCC5=CC(=CC=C5)F)Cl. Cell line: M14. Synergy scores: CSS=34.9, Synergy_ZIP=-1.82, Synergy_Bliss=-2.26, Synergy_Loewe=-3.53, Synergy_HSA=-0.710.